From a dataset of Forward reaction prediction with 1.9M reactions from USPTO patents (1976-2016). Predict the product of the given reaction. (1) Given the reactants [C:9](O[C:9]([O:11][C:12]([CH3:15])([CH3:14])[CH3:13])=[O:10])([O:11][C:12]([CH3:15])([CH3:14])[CH3:13])=[O:10].[C@H:16]12[C:23](=[O:24])[NH:22][C@H:21]1[CH2:20][CH2:19][CH2:18][CH2:17]2, predict the reaction product. The product is: [O:24]=[C:23]1[C@H:16]2[C@H:21]([CH2:20][CH2:19][CH2:18][CH2:17]2)[N:22]1[C:9]([O:11][C:12]([CH3:13])([CH3:14])[CH3:15])=[O:10]. (2) Given the reactants [N+:1]([C:4]1[CH:5]=[N:6][C:7]2[C:12]([C:13]=1[NH:14][CH2:15][C:16]1([OH:20])[CH2:19][CH2:18][CH2:17]1)=[CH:11][CH:10]=[CH:9][CH:8]=2)([O-])=O, predict the reaction product. The product is: [NH2:1][C:4]1[CH:5]=[N:6][C:7]2[C:12]([C:13]=1[NH:14][CH2:15][C:16]1([OH:20])[CH2:19][CH2:18][CH2:17]1)=[CH:11][CH:10]=[CH:9][CH:8]=2.